This data is from Reaction yield outcomes from USPTO patents with 853,638 reactions. The task is: Predict the reaction yield, written as a fraction of the theoretical maximum amount of product (1.0 means a 100% yield; for example, 0.34 means a 34% yield). (1) The catalyst is O1CCCC1. The product is [C:1]([C:3]1[CH:8]=[CH:7][CH:6]=[CH:5][C:4]=1[C:9]1[CH:14]=[CH:13][C:12]([CH2:15][CH:24]([C:11](=[O:19])[CH2:10][CH2:9][CH3:4])[C:23]([O:26][CH2:27][CH3:28])=[O:25])=[C:11]([O:19][CH3:20])[CH:10]=1)#[N:2]. The reactants are [C:1]([C:3]1[CH:8]=[CH:7][CH:6]=[CH:5][C:4]=1[C:9]1[CH:14]=[CH:13][C:12]([C:15](OC)=O)=[C:11]([O:19][CH3:20])[CH:10]=1)#[N:2].[BH4-].[Li+].[C:23]([O:26][CH2:27][CH3:28])(=[O:25])[CH3:24].[Cl-].[NH4+]. The yield is 0.890. (2) The reactants are [CH2:1]([C:3]([C:21]1[CH:35]=[CH:34][C:24]([C:25]([NH:27][CH2:28][CH2:29][S:30]([CH3:33])(=[O:32])=[O:31])=[O:26])=[C:23]([CH3:36])[CH:22]=1)([C:6]1[CH:11]=[CH:10][C:9]([O:12][CH2:13][CH:14]([OH:19])[C:15]([CH3:18])([CH3:17])[CH3:16])=[C:8]([CH3:20])[CH:7]=1)[CH2:4][CH3:5])[CH3:2].C[N+]1([O-])CCOCC1. The catalyst is CCC[N+](CCC)(CCC)CCC.[O-][Ru](=O)(=O)=O. The product is [CH3:18][C:15]([CH3:16])([CH3:17])[C:14](=[O:19])[CH2:13][O:12][C:9]1[CH:10]=[CH:11][C:6]([C:3]([C:21]2[CH:35]=[CH:34][C:24]([C:25]([NH:27][CH2:28][CH2:29][S:30]([CH3:33])(=[O:32])=[O:31])=[O:26])=[C:23]([CH3:36])[CH:22]=2)([CH2:1][CH3:2])[CH2:4][CH3:5])=[CH:7][C:8]=1[CH3:20]. The yield is 0.760. (3) The reactants are [CH3:1][O:2][C:3]([C:5]1[C:13]2[NH:12][C:11]([NH2:14])=[N:10][C:9]=2[CH:8]=[CH:7][CH:6]=1)=[O:4].[N+:15]([O-])([O-:17])=[O:16].[K+].N. The catalyst is OS(O)(=O)=O. The product is [CH3:1][O:2][C:3]([C:5]1[C:13]2[N:12]=[C:11]([NH2:14])[NH:10][C:9]=2[CH:8]=[C:7]([N+:15]([O-:17])=[O:16])[CH:6]=1)=[O:4]. The yield is 0.700. (4) The reactants are [CH:1]1([CH2:4][C:5]2[C:10]([C:11]3[CH:16]=[CH:15][N:14]=[C:13]([NH:17][C:18]4[CH:23]=[CH:22][N:21]=[CH:20][CH:19]=4)[N:12]=3)=[CH:9][N:8]=[C:7](SC)[N:6]=2)[CH2:3][CH2:2]1.[CH:26]([NH2:29])([CH3:28])[CH3:27]. The catalyst is CS(C)=O. The product is [CH:1]1([CH2:4][C:5]2[C:10]([C:11]3[CH:16]=[CH:15][N:14]=[C:13]([NH:17][C:18]4[CH:23]=[CH:22][N:21]=[CH:20][CH:19]=4)[N:12]=3)=[CH:9][N:8]=[C:7]([NH:29][CH:26]([CH3:28])[CH3:27])[N:6]=2)[CH2:3][CH2:2]1. The yield is 0.396.